From a dataset of Full USPTO retrosynthesis dataset with 1.9M reactions from patents (1976-2016). Predict the reactants needed to synthesize the given product. (1) Given the product [CH:25]([S:22]([C:19]1[CH:20]=[CH:21][C:16]([C:12]2[N:11]=[C:10]([C:8]3[O:28][N:29]=[C:30]([C:31]4[CH:36]=[CH:35][CH:34]=[CH:33][CH:32]=4)[CH:9]=3)[CH:15]=[N:14][CH:13]=2)=[CH:17][CH:18]=1)(=[O:24])=[O:23])([CH3:27])[CH3:26], predict the reactants needed to synthesize it. The reactants are: CCN(CC)CC.[C:8]([C:10]1[CH:15]=[N:14][CH:13]=[C:12]([C:16]2[CH:21]=[CH:20][C:19]([S:22]([CH:25]([CH3:27])[CH3:26])(=[O:24])=[O:23])=[CH:18][CH:17]=2)[N:11]=1)#[CH:9].[OH:28][N:29]=[C:30](Cl)[C:31]1[CH:36]=[CH:35][CH:34]=[CH:33][CH:32]=1. (2) Given the product [CH2:22]([S:19]([C:17]1[CH:16]=[CH:15][C:14]([F:24])=[C:13]([C:12]2[C:4]3[C:5](=[C:6]([O:8][CH3:9])[N:7]=[C:2]([C:29]#[C:28][CH2:27][CH2:26][OH:30])[CH:3]=3)[N:10]([CH3:25])[CH:11]=2)[CH:18]=1)(=[O:21])=[O:20])[CH3:23], predict the reactants needed to synthesize it. The reactants are: Br[C:2]1[CH:3]=[C:4]2[C:12]([C:13]3[CH:18]=[C:17]([S:19]([CH2:22][CH3:23])(=[O:21])=[O:20])[CH:16]=[CH:15][C:14]=3[F:24])=[CH:11][N:10]([CH3:25])[C:5]2=[C:6]([O:8][CH3:9])[N:7]=1.[CH2:26]([OH:30])[CH2:27][C:28]#[CH:29]. (3) Given the product [Cl:43][C:40]1[CH:41]=[CH:42][C:37]([CH2:36][N:13]2[C:12]3[C:11](=[O:14])[N:10]([CH2:15][C:16]4[CH:17]=[CH:18][C:19]([O:22][CH3:23])=[CH:20][CH:21]=4)[C:9](=[O:24])[N:8]([CH3:25])[C:7]=3[N:6]=[C:5]2[CH2:4][C:3]2[CH:26]=[C:27]([O:30][C:31]([F:32])([F:34])[F:33])[CH:28]=[CH:29][C:2]=2[F:1])=[CH:38][CH:39]=1, predict the reactants needed to synthesize it. The reactants are: [F:1][C:2]1[CH:29]=[CH:28][C:27]([O:30][C:31]([F:34])([F:33])[F:32])=[CH:26][C:3]=1[CH2:4][C:5]1[NH:13][C:12]2[C:11](=[O:14])[N:10]([CH2:15][C:16]3[CH:21]=[CH:20][C:19]([O:22][CH3:23])=[CH:18][CH:17]=3)[C:9](=[O:24])[N:8]([CH3:25])[C:7]=2[N:6]=1.Br[CH2:36][C:37]1[CH:42]=[CH:41][C:40]([Cl:43])=[CH:39][CH:38]=1.C(=O)([O-])[O-].[K+].[K+]. (4) Given the product [C:22]([OH:55])(=[O:23])[CH3:25].[NH2:39][C:37]1[N:36]=[CH:35][N:34]=[C:33]2[N:32]([C@H:40]3[CH2:45][CH2:44][C@@H:43]([N:46]4[CH2:51][CH2:50][N:49]([CH3:52])[CH2:48][CH2:47]4)[CH2:42][CH2:41]3)[N:31]=[C:30]([C:16]3[CH:15]=[CH:14][C:13]([NH:9][C:10](=[O:12])[CH2:11][CH:7]([C:1]4[CH:2]=[CH:3][CH:4]=[CH:5][CH:6]=4)[C:8]([OH:28])=[O:53])=[CH:18][CH:17]=3)[C:38]=12.[C:54]([OH:55])(=[O:57])[CH3:1].[NH2:39][C:37]1[N:36]=[CH:35][N:34]=[C:33]2[N:32]([C@H:40]3[CH2:45][CH2:44][C@@H:43]([N:46]4[CH2:51][CH2:50][N:49]([CH3:52])[CH2:48][CH2:47]4)[CH2:42][CH2:41]3)[N:31]=[C:30]([C:16]3[CH:15]=[CH:14][C:13]([NH:9][C:8](=[O:28])[CH:7]([C:1]4[CH:2]=[CH:3][CH:4]=[CH:5][CH:6]=4)[CH2:11][C:10]([OH:12])=[O:55])=[CH:18][CH:17]=3)[C:38]=12, predict the reactants needed to synthesize it. The reactants are: [C:1]1([CH:7]2[CH2:11][C:10](=[O:12])[N:9]([C:13]3[CH:18]=[CH:17][C:16](B4[O:23][C:22]([CH3:25])(C)C(C)(C)O4)=[CH:15][CH:14]=3)[C:8]2=[O:28])[CH:6]=[CH:5][CH:4]=[CH:3][CH:2]=1.I[C:30]1[C:38]2[C:33](=[N:34][CH:35]=[N:36][C:37]=2[NH2:39])[N:32]([C@H:40]2[CH2:45][CH2:44][C@@H:43]([N:46]3[CH2:51][CH2:50][N:49]([CH3:52])[CH2:48][CH2:47]3)[CH2:42][CH2:41]2)[N:31]=1.[OH2:53].[C:54](=[O:57])([O-])[O-:55].[Na+].[Na+]. (5) Given the product [F:56][C:31]1([F:30])[C:39]2[C:34](=[CH:35][CH:36]=[C:37]([F:54])[C:38]=2[CH:40]([OH:42])[CH3:41])[NH:33][C:32]1=[O:55], predict the reactants needed to synthesize it. The reactants are: FC1(F)C2C(=CC=CC=2[C@@H](O[C@]23CCC[C@@]2(CC=C)CCO3)C(F)(F)F)NC1=O.[F:30][C:31]1([F:56])[C:39]2[C:34](=[CH:35][CH:36]=[C:37]([F:54])[C:38]=2[CH:40]([O:42][C@]23CCC[C@@]2(CC=C)CCO3)[CH3:41])[NH:33][C:32]1=[O:55].